Task: Predict the reactants needed to synthesize the given product.. Dataset: Full USPTO retrosynthesis dataset with 1.9M reactions from patents (1976-2016) (1) Given the product [N:22]1[CH:23]=[CH:24][CH:25]=[CH:26][C:21]=1[N:20]1[C:19]2[C:14](=[N:15][CH:16]=[CH:17][CH:18]=2)[N:13]=[C:2]1[CH:3]([NH:5][C:6](=[O:12])[O:7][C:8]([CH3:11])([CH3:10])[CH3:9])[CH3:4], predict the reactants needed to synthesize it. The reactants are: O=[C:2]([NH:13][C:14]1[C:19]([NH:20][C:21]2[CH:26]=[CH:25][CH:24]=[CH:23][N:22]=2)=[CH:18][CH:17]=[CH:16][N:15]=1)[C@@H:3]([NH:5][C:6](=[O:12])[O:7][C:8]([CH3:11])([CH3:10])[CH3:9])[CH3:4]. (2) Given the product [CH3:1][O:2][C:3]1[C:8]([O:9][CH3:10])=[CH:7][CH:6]=[CH:5][C:4]=1[C@H:11]1[C:17]2[CH:18]=[C:19]([C:22]([F:23])([F:24])[F:25])[CH:20]=[CH:21][C:16]=2[N:15]2[C:26]([C:29]([F:32])([F:31])[F:30])=[N:27][N:28]=[C:14]2[C@H:13]([CH2:33][C:34]([OH:36])=[O:35])[O:12]1, predict the reactants needed to synthesize it. The reactants are: [CH3:1][O:2][C:3]1[C:8]([O:9][CH3:10])=[CH:7][CH:6]=[CH:5][C:4]=1[C@H:11]1[C:17]2[CH:18]=[C:19]([C:22]([F:25])([F:24])[F:23])[CH:20]=[CH:21][C:16]=2[N:15]2[C:26]([C:29]([F:32])([F:31])[F:30])=[N:27][N:28]=[C:14]2[C@H:13]([CH2:33][C:34]([O:36]CC)=[O:35])[O:12]1.Cl. (3) The reactants are: [Cl:1][C:2]1[CH:7]=[CH:6][CH:5]=[CH:4][C:3]=1[CH:8]([O:10][C:11]([NH:13][C:14]1[N:18]([C:19]2[CH:24]=[CH:23][C:22]([C:25]3[CH:30]=[CH:29][C:28]([CH2:31][C:32]([O:34]CC)=[O:33])=[CH:27][CH:26]=3)=[CH:21][CH:20]=2)[N:17]=[CH:16][C:15]=1[C:37]#[N:38])=[O:12])[CH3:9].[Li+].[OH-]. Given the product [Cl:1][C:2]1[CH:7]=[CH:6][CH:5]=[CH:4][C:3]=1[CH:8]([O:10][C:11]([NH:13][C:14]1[N:18]([C:19]2[CH:24]=[CH:23][C:22]([C:25]3[CH:26]=[CH:27][C:28]([CH2:31][C:32]([OH:34])=[O:33])=[CH:29][CH:30]=3)=[CH:21][CH:20]=2)[N:17]=[CH:16][C:15]=1[C:37]#[N:38])=[O:12])[CH3:9], predict the reactants needed to synthesize it. (4) Given the product [O:15]1[C:19]2[CH:20]=[CH:21][C:22]([C:24]3([C:27]([NH:29][C:30]4[CH:31]=[N:32][C:33]([CH3:37])=[C:34]([C:9]5[CH:10]=[CH:11][C:6]([S:3](=[O:5])(=[O:4])[NH:2][CH3:1])=[CH:7][CH:8]=5)[CH:35]=4)=[O:28])[CH2:26][CH2:25]3)=[CH:23][C:18]=2[O:17][CH2:16]1, predict the reactants needed to synthesize it. The reactants are: [CH3:1][NH:2][S:3]([C:6]1[CH:11]=[CH:10][C:9](B(O)O)=[CH:8][CH:7]=1)(=[O:5])=[O:4].[O:15]1[C:19]2[CH:20]=[CH:21][C:22]([C:24]3([C:27]([NH:29][C:30]4[CH:31]=[N:32][C:33]([CH3:37])=[C:34](Br)[CH:35]=4)=[O:28])[CH2:26][CH2:25]3)=[CH:23][C:18]=2[O:17][CH2:16]1.O1C2C=CC(C3(C(NC4C=NC(C)=C(C5C=CC=CC=5)C=4)=O)CC3)=CC=2OC1. (5) Given the product [Cl:6][C:7]1[C:12]([N+:13]([O-:15])=[O:14])=[C:11]([NH:1][CH2:2][CH2:3][CH2:4][OH:5])[C:10]([CH3:17])=[C:9]([CH3:18])[N:8]=1, predict the reactants needed to synthesize it. The reactants are: [NH2:1][CH2:2][CH2:3][CH2:4][OH:5].[Cl:6][C:7]1[C:12]([N+:13]([O-:15])=[O:14])=[C:11](Cl)[C:10]([CH3:17])=[C:9]([CH3:18])[N:8]=1.C(N(CC)CC)C. (6) Given the product [CH3:15][P:2]([C:9]1[CH:14]=[CH:13][CH:12]=[CH:11][CH:10]=1)[C:3]1[CH:8]=[CH:7][CH:6]=[CH:5][CH:4]=1, predict the reactants needed to synthesize it. The reactants are: Cl[P:2]([C:9]1[CH:14]=[CH:13][CH:12]=[CH:11][CH:10]=1)[C:3]1[CH:8]=[CH:7][CH:6]=[CH:5][CH:4]=1.[CH3:15][Mg]Br.C(OC(C)C)(=O)C. (7) Given the product [CH3:16][CH2:15][C@:14]12[CH2:29][CH2:28][C@H:27]3[C@@H:18]([CH2:19][CH2:20][C:21]4[C@@H:26]3[CH2:25][CH2:24][C:23](=[O:30])[CH:22]=4)[C@@H:17]1[CH:11]=[CH:12][C:13]2=[O:31], predict the reactants needed to synthesize it. The reactants are: C(=O)([O-])[O-].[K+].[K+].C(O[C@@H:11]1[C@H:17]2[C@H:18]3[C@H:27]([CH2:28][CH2:29][C@:14]2([CH2:15][CH3:16])[C:13](=[O:31])[CH2:12]1)[C@@H:26]1[C:21](=[CH:22][C:23](=[O:30])[CH2:24][CH2:25]1)[CH2:20][CH2:19]3)(=O)C.O.